The task is: Predict the reactants needed to synthesize the given product.. This data is from Full USPTO retrosynthesis dataset with 1.9M reactions from patents (1976-2016). (1) Given the product [F:31][C:32]1[CH:33]=[C:34]([C:2]2[C:26]([C:27]([F:28])([F:29])[F:30])=[CH:25][C:5]3[NH:6][C:7]([N:9]4[CH2:10][CH2:11][N:12]([C:15]5[C:20]([C:21]([F:22])([F:23])[F:24])=[CH:19][CH:18]=[CH:17][N:16]=5)[CH2:13][CH2:14]4)=[N:8][C:4]=3[CH:3]=2)[CH:35]=[CH:36][C:37]=1[F:38], predict the reactants needed to synthesize it. The reactants are: Br[C:2]1[C:26]([C:27]([F:30])([F:29])[F:28])=[CH:25][C:5]2[NH:6][C:7]([N:9]3[CH2:14][CH2:13][N:12]([C:15]4[C:20]([C:21]([F:24])([F:23])[F:22])=[CH:19][CH:18]=[CH:17][N:16]=4)[CH2:11][CH2:10]3)=[N:8][C:4]=2[CH:3]=1.[F:31][C:32]1[CH:33]=[C:34](B(O)O)[CH:35]=[CH:36][C:37]=1[F:38]. (2) Given the product [Cl:1][C:2]1[CH:12]=[CH:11][C:10]([Cl:13])=[C:4]2[C:3]=1[CH2:14][CH2:15][NH:16][C:5]2=[O:6], predict the reactants needed to synthesize it. The reactants are: [Cl:1][C:2]1[C:3]([CH2:14][C:15]#[N:16])=[C:4]([C:10]([Cl:13])=[CH:11][CH:12]=1)[C:5](OCC)=[O:6].[BH4-].[Na+]. (3) Given the product [CH3:20][C:16]1[CH:17]=[CH:18][CH:19]=[C:10]([CH2:9][O:8][CH:4]2[CH2:5][CH2:6][CH2:7][CH:2]([O:1][CH2:33][C:31]3[N:32]=[C:28]([C:25]4[CH:26]=[CH:27][C:22]([CH3:21])=[CH:23][CH:24]=4)[O:29][C:30]=3[CH3:35])[CH2:3]2)[C:11]=1[C:12]([OH:14])=[O:13], predict the reactants needed to synthesize it. The reactants are: [OH:1][CH:2]1[CH2:7][CH2:6][CH2:5][CH:4]([O:8][CH2:9][C:10]2[CH:19]=[CH:18][CH:17]=[C:16]([CH3:20])[C:11]=2[C:12]([O:14]C)=[O:13])[CH2:3]1.[CH3:21][C:22]1[CH:27]=[CH:26][C:25]([C:28]2[O:29][C:30]([CH3:35])=[C:31]([CH2:33]I)[N:32]=2)=[CH:24][CH:23]=1. (4) Given the product [C:23]([O:27][C:28]([N:30]1[CH2:35][CH2:34][CH:33]([NH:36][S:12]([C:5]2[C:6]3[CH2:7][CH2:8][CH2:9][CH2:10][C:11]=3[C:2]([F:1])=[CH:3][CH:4]=2)(=[O:14])=[O:13])[CH2:32][CH2:31]1)=[O:29])([CH3:26])([CH3:24])[CH3:25], predict the reactants needed to synthesize it. The reactants are: [F:1][C:2]1[C:11]2[CH2:10][CH2:9][CH2:8][CH2:7][C:6]=2[C:5]([S:12](Cl)(=[O:14])=[O:13])=[CH:4][CH:3]=1.C(N(CC)CC)C.[C:23]([O:27][C:28]([N:30]1[CH2:35][CH2:34][CH:33]([NH2:36])[CH2:32][CH2:31]1)=[O:29])([CH3:26])([CH3:25])[CH3:24]. (5) Given the product [NH2:19][C:3]1[C:2]([OH:1])=[CH:18][CH:17]=[CH:16][C:4]=1[C:5]([NH:7][C:8]1[CH:9]=[CH:10][C:11]([O:14][CH3:15])=[CH:12][CH:13]=1)=[O:6], predict the reactants needed to synthesize it. The reactants are: [OH:1][C:2]1[C:3]([N+:19]([O-])=O)=[C:4]([CH:16]=[CH:17][CH:18]=1)[C:5]([NH:7][C:8]1[CH:13]=[CH:12][C:11]([O:14][CH3:15])=[CH:10][CH:9]=1)=[O:6].[H][H]. (6) Given the product [CH3:3][O:4][C:5]1[CH:53]=[C:52]([O:54][CH3:55])[CH:51]=[CH:50][C:6]=1[CH2:7][N:8]([C:43]1[CH:48]=[CH:47][CH:46]=[C:45]([F:49])[N:44]=1)[S:9]([C:12]1[C:41]([F:42])=[CH:40][C:15]2[N:16]([C@@H:20]([C:22]3[CH:27]=[CH:26][CH:25]=[CH:24][C:23]=3[C:28]3([F:62])[CH2:29][N:30]([C:32]([O:34][C:35]([CH3:37])([CH3:36])[CH3:38])=[O:33])[CH2:31]3)[CH3:21])[C:17](=[O:19])[O:18][C:14]=2[CH:13]=1)(=[O:11])=[O:10], predict the reactants needed to synthesize it. The reactants are: N#N.[CH3:3][O:4][C:5]1[CH:53]=[C:52]([O:54][CH3:55])[CH:51]=[CH:50][C:6]=1[CH2:7][N:8]([C:43]1[CH:48]=[CH:47][CH:46]=[C:45]([F:49])[N:44]=1)[S:9]([C:12]1[C:41]([F:42])=[CH:40][C:15]2[N:16]([C@@H:20]([C:22]3[CH:27]=[CH:26][CH:25]=[CH:24][C:23]=3[C:28]3(O)[CH2:31][N:30]([C:32]([O:34][C:35]([CH3:38])([CH3:37])[CH3:36])=[O:33])[CH2:29]3)[CH3:21])[C:17](=[O:19])[O:18][C:14]=2[CH:13]=1)(=[O:11])=[O:10].CCN(S(F)(F)[F:62])CC. (7) Given the product [CH3:3][CH:4]1[CH2:9][C:8](=[O:10])[CH2:7][CH:6]([CH3:1])[O:5]1, predict the reactants needed to synthesize it. The reactants are: [CH3:1][Li].[CH3:3][CH:4]1[CH2:9][C:8](=[O:10])[CH:7]=[CH:6][O:5]1.[NH4+].[Cl-].